This data is from Forward reaction prediction with 1.9M reactions from USPTO patents (1976-2016). The task is: Predict the product of the given reaction. (1) Given the reactants [CH2:1]([O:8][C:9]1[CH:14]=[CH:13][C:12]([C:15]#[N:16])=[CH:11][C:10]=1[CH:17]([CH2:21][C:22]1[CH:27]=[CH:26][CH:25]=[CH:24][CH:23]=1)[C:18](O)=[O:19])[C:2]1[CH:7]=[CH:6][CH:5]=[CH:4][CH:3]=1.S(Cl)([Cl:30])=O.CN(C)C=O, predict the reaction product. The product is: [CH2:1]([O:8][C:9]1[CH:14]=[CH:13][C:12]([C:15]#[N:16])=[CH:11][C:10]=1[CH:17]([CH2:21][C:22]1[CH:27]=[CH:26][CH:25]=[CH:24][CH:23]=1)[C:18]([Cl:30])=[O:19])[C:2]1[CH:7]=[CH:6][CH:5]=[CH:4][CH:3]=1. (2) Given the reactants [Cl:1][C:2]1[CH:3]=[C:4]2[C:8](=[C:9]([C:11]([OH:13])=[O:12])[CH:10]=1)[NH:7][CH:6]=[CH:5]2.[C:14]1(P(C2C=CC=CC=2)C2C=CC=CC=2)C=CC=C[CH:15]=1.C(O)C.N(C(OCC)=O)=NC(OCC)=O, predict the reaction product. The product is: [Cl:1][C:2]1[CH:3]=[C:4]2[C:8](=[C:9]([C:11]([O:13][CH2:14][CH3:15])=[O:12])[CH:10]=1)[NH:7][CH:6]=[CH:5]2. (3) Given the reactants F[C:2]1[C:7]([F:8])=[CH:6][C:5]([F:9])=[C:4]([F:10])[N:3]=1.[C:11]([N:18]1[CH2:23][CH2:22][NH:21][CH2:20][CH2:19]1)([O:13][C:14]([CH3:17])([CH3:16])[CH3:15])=[O:12].C(N(CC)C(C)C)(C)C.O, predict the reaction product. The product is: [C:14]([O:13][C:11]([N:18]1[CH2:23][CH2:22][N:21]([C:2]2[C:7]([F:8])=[CH:6][C:5]([F:9])=[C:4]([F:10])[N:3]=2)[CH2:20][CH2:19]1)=[O:12])([CH3:17])([CH3:15])[CH3:16]. (4) Given the reactants [Cl:1][C:2]1[N:3]=[C:4]([NH:21][C:22]2[CH:27]=[CH:26][N:25]=[CH:24][N:23]=2)[C:5]2[N:10]([CH2:11][CH2:12][O:13][CH2:14][C:15]([F:18])([F:17])[F:16])[N:9]=[C:8]([CH2:19]Cl)[C:6]=2[N:7]=1.Cl.[F:29][C:30]([F:34])([F:33])[CH2:31][NH2:32].C(N(CC)C(C)C)(C)C, predict the reaction product. The product is: [F:16][C:15]([F:18])([F:17])[CH2:14][O:13][CH2:12][CH2:11][N:10]1[C:5]2[C:4]([NH:21][C:22]3[CH:27]=[CH:26][N:25]=[CH:24][N:23]=3)=[N:3][C:2]([Cl:1])=[N:7][C:6]=2[C:8]([CH2:19][NH:32][CH2:31][C:30]([F:34])([F:33])[F:29])=[N:9]1.